Dataset: Full USPTO retrosynthesis dataset with 1.9M reactions from patents (1976-2016). Task: Predict the reactants needed to synthesize the given product. (1) Given the product [Cl:1][C:2]1[CH:9]=[CH:8][C:5]([CH2:6][NH2:7])=[C:4]([O:12][CH3:11])[CH:3]=1, predict the reactants needed to synthesize it. The reactants are: [Cl:1][C:2]1[CH:9]=[CH:8][C:5]([C:6]#[N:7])=[C:4](F)[CH:3]=1.[CH3:11][OH:12]. (2) Given the product [Cl:1][C:2]1[CH:7]=[CH:6][C:5]([NH:8][C:34]2[N:33]=[CH:32][C:31]3=[CH:30][CH:29]=[C:28]([C:23]4[CH:24]=[CH:25][CH:26]=[CH:27][C:22]=4[N:21]([CH3:45])[S:18]([CH3:17])(=[O:20])=[O:19])[N:36]3[N:35]=2)=[CH:4][C:3]=1[O:9][CH2:10][CH:11]1[CH2:15][CH2:14][CH2:13][N:12]1[CH3:16], predict the reactants needed to synthesize it. The reactants are: [Cl:1][C:2]1[CH:7]=[CH:6][C:5]([NH2:8])=[CH:4][C:3]=1[O:9][CH2:10][CH:11]1[CH2:15][CH2:14][CH2:13][N:12]1[CH3:16].[CH3:17][S:18]([N:21]([CH3:45])[C:22]1[CH:27]=[CH:26][CH:25]=[CH:24][C:23]=1[C:28]1[N:36]2[C:31]([CH:32]=[N:33][C:34](OS(C(F)(F)F)(=O)=O)=[N:35]2)=[CH:30][CH:29]=1)(=[O:20])=[O:19]. (3) Given the product [OH:44][C:38]1([CH2:37][C:34]2[N:35]=[CH:36][C:31]([C:3]3[CH2:4][C:5]([NH:8][C:9](=[O:20])[C:10]4[CH:15]=[CH:14][CH:13]=[C:12]([C:16]([F:17])([F:18])[F:19])[CH:11]=4)([N:7]4[CH2:2][CH2:51][O:54][CH2:5][CH2:6]4)[CH:6]=[N:7][C:2]=3[CH3:1])=[CH:32][CH:33]=2)[CH2:39][CH2:40][O:41][CH2:42][CH2:43]1, predict the reactants needed to synthesize it. The reactants are: [CH3:1][C:2]1[N:7]=[CH:6][C:5]([NH:8][C:9](=[O:20])[C:10]2[CH:15]=[CH:14][CH:13]=[C:12]([C:16]([F:19])([F:18])[F:17])[CH:11]=2)=[CH:4][C:3]=1B1OC(C)(C)C(C)(C)O1.Br[C:31]1[CH:32]=[C:33](N2CCOCC2)[C:34]([CH2:37][C:38]2([OH:44])[CH2:43][CH2:42][O:41][CH2:40][CH2:39]2)=[N:35][CH:36]=1.[C:51](=[O:54])([O-])[O-].[Na+].[Na+].